From a dataset of Reaction yield outcomes from USPTO patents with 853,638 reactions. Predict the reaction yield, written as a fraction of the theoretical maximum amount of product (1.0 means a 100% yield; for example, 0.34 means a 34% yield). (1) The reactants are Br[C:2]1[N:6]2[C:7]3[N:8]=[C:9]([C:19]([F:22])([F:21])[F:20])[CH:10]=[C:11]([C:15]([F:18])([F:17])[F:16])[C:12]=3[CH:13]=[CH:14][C:5]2=[N:4][C:3]=1[C:23]1OC=[N:26][N:27]=1.[CH3:28]B1OB(C)OB(C)O1.[C:37](=[O:40])([O-])[O-].[Na+].[Na+]. The catalyst is CN(C)C(=O)C.C1C=CC(P(C2C=CC=CC=2)[C-]2C=CC=C2)=CC=1.C1C=CC(P(C2C=CC=CC=2)[C-]2C=CC=C2)=CC=1.Cl[Pd]Cl.[Fe+2].C(Cl)Cl. The product is [CH3:28][C:2]1[N:6]2[C:7]3[N:8]=[C:9]([C:19]([F:20])([F:21])[F:22])[CH:10]=[C:11]([C:15]([F:16])([F:17])[F:18])[C:12]=3[CH:13]=[CH:14][C:5]2=[N:4][C:3]=1[C:23]1[O:40][CH:37]=[N:26][N:27]=1. The yield is 0.0799. (2) The reactants are Cl[C:2]1[C:3]([N+:11]([O-:13])=[O:12])=[C:4]([CH:8]=[CH:9][CH:10]=1)[C:5]([OH:7])=[O:6].[OH-].[K+].C(OCC)(=[O:18])C. The catalyst is O. The product is [OH:18][C:2]1[C:3]([N+:11]([O-:13])=[O:12])=[C:4]([CH:8]=[CH:9][CH:10]=1)[C:5]([OH:7])=[O:6]. The yield is 1.00. (3) The reactants are CN(C(ON1N=NC2C=CC=NC1=2)=[N+](C)C)C.F[P-](F)(F)(F)(F)F.CCN(C(C)C)C(C)C.[C:34]([O:38][C:39]([NH:41][CH2:42][C:43]1[CH:44]=[CH:45][CH:46]=[C:47]2[C:51]=1[N:50]([CH2:52][C:53]([OH:55])=O)[CH:49]=[CH:48]2)=[O:40])([CH3:37])([CH3:36])[CH3:35].[N:56]1[CH:61]=[CH:60][C:59]([N:62]2[CH2:67][CH2:66][C:65]3([CH2:72][CH2:71][NH:70][CH2:69][CH2:68]3)[CH2:64][CH2:63]2)=[CH:58][CH:57]=1. The catalyst is C1COCC1.CN(C=O)C.C(OCC)(=O)C. The product is [O:55]=[C:53]([N:70]1[CH2:69][CH2:68][C:65]2([CH2:66][CH2:67][N:62]([C:59]3[CH:60]=[CH:61][N:56]=[CH:57][CH:58]=3)[CH2:63][CH2:64]2)[CH2:72][CH2:71]1)[CH2:52][N:50]1[C:51]2[C:47](=[CH:46][CH:45]=[CH:44][C:43]=2[CH2:42][NH:41][C:39](=[O:40])[O:38][C:34]([CH3:36])([CH3:37])[CH3:35])[CH:48]=[CH:49]1. The yield is 0.950. (4) The reactants are Cl[C:2]1[CH:26]=[CH:25][C:5]([C:6]([NH:8][C:9]2[N:24]=[C:12]3[CH:13]=[CH:14][CH:15]=[C:16]([NH:17][CH:18]4[CH2:23][CH2:22][CH2:21][CH2:20][CH2:19]4)[N:11]3[N:10]=2)=[O:7])=[CH:4][N:3]=1.[NH2:27][CH2:28][CH2:29][CH2:30][OH:31]. The catalyst is C(O)CCC. The product is [CH:18]1([NH:17][C:16]2[N:11]3[N:10]=[C:9]([NH:8][C:6](=[O:7])[C:5]4[CH:25]=[CH:26][C:2]([NH:27][CH2:28][CH2:29][CH2:30][OH:31])=[N:3][CH:4]=4)[N:24]=[C:12]3[CH:13]=[CH:14][CH:15]=2)[CH2:23][CH2:22][CH2:21][CH2:20][CH2:19]1. The yield is 0.300. (5) The reactants are [NH2:1][C:2]1[C:10]([OH:11])=[CH:9][CH:8]=[CH:7][C:3]=1[C:4]([OH:6])=O.CCN=C=NCCCN(C)C.OC1C2N=NNC=2C=CC=1.[F:33][C:34]([F:44])([F:43])[C:35]1[CH:42]=[CH:41][C:38]([CH2:39][NH2:40])=[CH:37][CH:36]=1. The catalyst is CN(C=O)C. The product is [F:33][C:34]([F:43])([F:44])[C:35]1[CH:42]=[CH:41][C:38]([CH2:39][NH:40][C:4](=[O:6])[C:3]2[CH:7]=[CH:8][CH:9]=[C:10]([OH:11])[C:2]=2[NH2:1])=[CH:37][CH:36]=1. The yield is 0.860.